Dataset: Reaction yield outcomes from USPTO patents with 853,638 reactions. Task: Predict the reaction yield, written as a fraction of the theoretical maximum amount of product (1.0 means a 100% yield; for example, 0.34 means a 34% yield). (1) The reactants are [O:1]1[C:5]2[CH:6]=[CH:7][C:8]([C:10]3([C:13]([NH:15][C:16]4[CH:17]=[CH:18][C:19]([CH2:33][C:34]#[N:35])=[C:20]([C:22]5[CH:27]=[CH:26][C:25]([C:28]([N:30]([CH3:32])[CH3:31])=[O:29])=[CH:24][CH:23]=5)[CH:21]=4)=[O:14])[CH2:12][CH2:11]3)=[CH:9][C:4]=2[O:3][CH2:2]1.[N-:36]=[N+:37]=[N-:38].[Na+].[Cl-].[NH4+]. The catalyst is CN(C)C=O. The product is [NH:36]1[C:34]([CH2:33][C:19]2[CH:18]=[CH:17][C:16]([NH:15][C:13]([C:10]3([C:8]4[CH:7]=[CH:6][C:5]5[O:1][CH2:2][O:3][C:4]=5[CH:9]=4)[CH2:11][CH2:12]3)=[O:14])=[CH:21][C:20]=2[C:22]2[CH:27]=[CH:26][C:25]([C:28]([N:30]([CH3:32])[CH3:31])=[O:29])=[CH:24][CH:23]=2)=[N:35][N:38]=[N:37]1. The yield is 0.260. (2) The reactants are Br.Br[CH2:3][C:4]([C:6]1[CH:11]=[CH:10][CH:9]=[CH:8][N:7]=1)=O.[C:12]1([CH3:22])[CH:17]=[CH:16][CH:15]=[CH:14][C:13]=1[NH:18][C:19]([NH2:21])=[S:20]. The catalyst is C(O)C. The product is [N:7]1[CH:8]=[CH:9][CH:10]=[CH:11][C:6]=1[C:4]1[N:21]=[C:19]([NH:18][C:13]2[CH:14]=[CH:15][CH:16]=[CH:17][C:12]=2[CH3:22])[S:20][CH:3]=1. The yield is 0.930. (3) The reactants are [Cl:1][C:2]1[CH:7]=[C:6]([F:8])[CH:5]=[CH:4][C:3]=1[NH2:9].[CH3:10][C:11](=O)[CH2:12][CH2:13][C:14](=O)[CH3:15].C(=O)([O-])[O-].[Na+].[Na+]. The catalyst is C1(C)C=CC=CC=1.CC1C=CC(S(O)(=O)=O)=CC=1. The product is [Cl:1][C:2]1[CH:7]=[C:6]([F:8])[CH:5]=[CH:4][C:3]=1[N:9]1[C:14]([CH3:15])=[CH:13][CH:12]=[C:11]1[CH3:10]. The yield is 0.850. (4) The reactants are [OH:1][C:2]1[C:10]([N+:11]([O-:13])=[O:12])=[CH:9][CH:8]=[CH:7][C:3]=1[C:4]([OH:6])=[O:5].[CH2:14](O)[CH3:15]. The catalyst is Cl. The product is [CH2:14]([O:5][C:4](=[O:6])[C:3]1[CH:7]=[CH:8][CH:9]=[C:10]([N+:11]([O-:13])=[O:12])[C:2]=1[OH:1])[CH3:15]. The yield is 0.860. (5) The reactants are I[C:2]1[CH:3]=[C:4]([CH:9]=[CH:10][C:11]=1[OH:12])[C:5]([O:7][CH3:8])=[O:6].[CH3:13][O:14][C:15]1[CH:20]=[CH:19][C:18]([C:21]#[CH:22])=[CH:17][CH:16]=1.Cl. The catalyst is CN(C=O)C.N1CCCCC1.Cl[Pd](Cl)([P](C1C=CC=CC=1)(C1C=CC=CC=1)C1C=CC=CC=1)[P](C1C=CC=CC=1)(C1C=CC=CC=1)C1C=CC=CC=1.[Cu]I. The product is [CH3:8][O:7][C:5]([C:4]1[CH:9]=[CH:10][C:11]2[O:12][C:21]([C:18]3[CH:19]=[CH:20][C:15]([O:14][CH3:13])=[CH:16][CH:17]=3)=[CH:22][C:2]=2[CH:3]=1)=[O:6]. The yield is 0.710.